This data is from Forward reaction prediction with 1.9M reactions from USPTO patents (1976-2016). The task is: Predict the product of the given reaction. Given the reactants [Cl:1][C:2]1[CH:7]=[CH:6][C:5]([C:8]2[C:9]([C:14]([O:16]C)=[O:15])=[N:10][CH:11]=[CH:12][CH:13]=2)=[CH:4][C:3]=1[C:18]([NH:20][CH2:21][C:22]1([OH:29])[CH2:28][CH2:27][CH2:26][CH2:25][CH2:24][CH2:23]1)=[O:19].[OH-].[K+].O.CO, predict the reaction product. The product is: [Cl:1][C:2]1[CH:7]=[CH:6][C:5]([C:8]2[C:9]([C:14]([OH:16])=[O:15])=[N:10][CH:11]=[CH:12][CH:13]=2)=[CH:4][C:3]=1[C:18]([NH:20][CH2:21][C:22]1([OH:29])[CH2:23][CH2:24][CH2:25][CH2:26][CH2:27][CH2:28]1)=[O:19].